From a dataset of Forward reaction prediction with 1.9M reactions from USPTO patents (1976-2016). Predict the product of the given reaction. (1) Given the reactants [N:1]([C@H:4]([CH2:7][O:8][CH2:9][CH2:10][CH2:11][CH2:12][CH2:13][CH2:14][CH2:15][CH2:16][CH2:17][CH2:18][CH2:19][CH2:20][CH2:21][CH2:22][CH2:23][CH3:24])[CH2:5][OH:6])=[N+:2]=[N-:3].N1C=CC=CC=1.[O:31](S(C(F)(F)F)(=O)=O)[S:32]([C:35]([F:38])([F:37])[F:36])(=O)=[O:33], predict the reaction product. The product is: [F:36][C:35]([F:38])([F:37])[S:32]([O:6][CH2:5][C@H:4]([N:1]=[N+:2]=[N-:3])[CH2:7][O:8][CH2:9][CH2:10][CH2:11][CH2:12][CH2:13][CH2:14][CH2:15][CH2:16][CH2:17][CH2:18][CH2:19][CH2:20][CH2:21][CH2:22][CH2:23][CH3:24])(=[O:33])=[O:31]. (2) Given the reactants [CH3:1][O:2][C:3]([C:5]1[N:6]=[C:7](I)[C:8]2[C:13]([C:14]=1[OH:15])=[CH:12][CH:11]=[C:10]([O:16][C:17]1[CH:22]=[CH:21][CH:20]=[CH:19][C:18]=1[F:23])[CH:9]=2)=[O:4].[C:25]([Cu])#[N:26].C(Cl)Cl, predict the reaction product. The product is: [CH3:1][O:2][C:3]([C:5]1[N:6]=[C:7]([C:25]#[N:26])[C:8]2[C:13]([C:14]=1[OH:15])=[CH:12][CH:11]=[C:10]([O:16][C:17]1[CH:22]=[CH:21][CH:20]=[CH:19][C:18]=1[F:23])[CH:9]=2)=[O:4]. (3) Given the reactants [N+](C1C=CC(S(O[CH2:14][C@@H:15]2[CH2:19][C@@H:18]([CH2:20][CH2:21][CH2:22][Cl:23])[C:17](=[O:24])[NH:16]2)(=O)=O)=CC=1)([O-])=O.[N-:25]=[N+:26]=[N-:27].[Na+].[N-]=[N+]=[N-], predict the reaction product. The product is: [N:25]([CH2:14][C@H:15]1[NH:16][C:17](=[O:24])[C@H:18]([CH2:20][CH2:21][CH2:22][Cl:23])[CH2:19]1)=[N+:26]=[N-:27]. (4) Given the reactants [F:1][C:2]1[CH:3]=[C:4]([C:10]2[CH:11]=[C:12]([C:17]([O:19]C)=[O:18])[C:13](=[O:16])[NH:14][N:15]=2)[CH:5]=[CH:6][C:7]=1[O:8][CH3:9].CS(O[CH2:26][CH2:27][CH2:28][C:29]1[CH:34]=[CH:33][C:32]([Cl:35])=[CH:31][CH:30]=1)(=O)=O, predict the reaction product. The product is: [C:17]([C:12]1[C:13](=[O:16])[N:14]([CH2:26][CH2:27][CH2:28][C:29]2[CH:34]=[CH:33][C:32]([Cl:35])=[CH:31][CH:30]=2)[N:15]=[C:10]([C:4]2[CH:5]=[CH:6][C:7]([O:8][CH3:9])=[C:2]([F:1])[CH:3]=2)[CH:11]=1)([OH:19])=[O:18]. (5) Given the reactants [C:1]([O:5][C:6](=[O:29])[NH:7][C@@H:8]([C:14]1[CH:19]=[CH:18][C:17]([O:20][Si:21]([C:24]([CH3:27])([CH3:26])[CH3:25])([CH3:23])[CH3:22])=[C:16]([Cl:28])[CH:15]=1)C(=O)C=[N+]=[N-])([CH3:4])([CH3:3])[CH3:2].[CH2:30]([O:33][C:34](=[O:43])[CH2:35][CH2:36]/[C:37](/[CH3:42])=[CH:38]/[CH2:39][CH2:40][OH:41])[CH:31]=[CH2:32].C(N(CC)CC)C.C1C[O:54][CH2:53][CH2:52]1, predict the reaction product. The product is: [CH2:30]([O:33][C:34](=[O:43])[CH2:35][CH2:36]/[C:37](/[CH3:42])=[CH:38]/[CH2:39][CH2:40][O:41][C:53](=[O:54])[CH2:52][C@@H:8]([NH:7][C:6]([O:5][C:1]([CH3:3])([CH3:2])[CH3:4])=[O:29])[C:14]1[CH:19]=[CH:18][C:17]([O:20][Si:21]([C:24]([CH3:27])([CH3:26])[CH3:25])([CH3:22])[CH3:23])=[C:16]([Cl:28])[CH:15]=1)[CH:31]=[CH2:32]. (6) Given the reactants [CH3:1][O:2][C:3](=[O:25])[C:4]1[CH:9]=[CH:8][C:7]([CH:10](OC(OC2C=CC=CC=2)=S)[C:11]([F:14])([F:13])[F:12])=[CH:6][CH:5]=1.CC(N=NC(C#N)(C)C)(C#N)C.C([SnH](CCCC)CCCC)CCC, predict the reaction product. The product is: [CH3:1][O:2][C:3](=[O:25])[C:4]1[CH:5]=[CH:6][C:7]([CH2:10][C:11]([F:13])([F:12])[F:14])=[CH:8][CH:9]=1. (7) Given the reactants [C:1]([O:5][C:6]([NH:8][C@H:9]([CH3:16])[CH2:10]OS(C)(=O)=O)=[O:7])([CH3:4])([CH3:3])[CH3:2].[NH:17]1[CH2:22][CH2:21][O:20][CH2:19][CH2:18]1, predict the reaction product. The product is: [C:1]([O:5][C:6](=[O:7])[NH:8][C@H:9]([CH3:16])[CH2:10][N:17]1[CH2:22][CH2:21][O:20][CH2:19][CH2:18]1)([CH3:4])([CH3:3])[CH3:2].